Task: Predict the reactants needed to synthesize the given product.. Dataset: Retrosynthesis with 50K atom-mapped reactions and 10 reaction types from USPTO (1) Given the product OC(c1ccc(Cl)cc1)c1ccccc1F, predict the reactants needed to synthesize it. The reactants are: O=C(c1ccc(Cl)cc1)c1ccccc1F. (2) Given the product CC(C)c1cn(C2C3CC4CC(C3)CC2C4)c(=O)n1CC1CC1, predict the reactants needed to synthesize it. The reactants are: BrCC1CC1.CC(C)c1cn(C2C3CC4CC(C3)CC2C4)c(=O)[nH]1. (3) Given the product COCCn1nc(Cl)c2ccccc2c1=O, predict the reactants needed to synthesize it. The reactants are: COCCBr.O=c1[nH]nc(Cl)c2ccccc12. (4) Given the product CCCCOCCCO, predict the reactants needed to synthesize it. The reactants are: CCCCBr.OCCCO. (5) Given the product CO[C@H](C)C(=O)N[C@H]1CC[C@H](CCN2CCN(c3nccc4c3CCO4)CC2)CC1, predict the reactants needed to synthesize it. The reactants are: CO[C@H](C)C(=O)O.N[C@H]1CC[C@H](CCN2CCN(c3nccc4c3CCO4)CC2)CC1. (6) Given the product CCOC(=O)C1CN(CCCN2c3ccccc3CCc3ccccc32)CCN1, predict the reactants needed to synthesize it. The reactants are: CCOC(=O)C1CNCCN1.OCCCN1c2ccccc2CCc2ccccc21. (7) Given the product CC(C)(C)OC(=O)N[C@@H](Cc1ccc(O[C@H]2C[C@@H](F)C2)cc1)C(=O)O, predict the reactants needed to synthesize it. The reactants are: COC(=O)[C@H](Cc1ccc(O[C@H]2C[C@@H](F)C2)cc1)NC(=O)OC(C)(C)C.